From a dataset of Peptide-MHC class I binding affinity with 185,985 pairs from IEDB/IMGT. Regression. Given a peptide amino acid sequence and an MHC pseudo amino acid sequence, predict their binding affinity value. This is MHC class I binding data. (1) The MHC is HLA-A02:03 with pseudo-sequence HLA-A02:03. The binding affinity (normalized) is 0.628. The peptide sequence is LLDEGKQSL. (2) The MHC is HLA-B27:05 with pseudo-sequence HLA-B27:05. The peptide sequence is AQNAISTTF. The binding affinity (normalized) is 0.576.